This data is from NCI-60 drug combinations with 297,098 pairs across 59 cell lines. The task is: Regression. Given two drug SMILES strings and cell line genomic features, predict the synergy score measuring deviation from expected non-interaction effect. (1) Drug 1: CC1=C2C(C(=O)C3(C(CC4C(C3C(C(C2(C)C)(CC1OC(=O)C(C(C5=CC=CC=C5)NC(=O)C6=CC=CC=C6)O)O)OC(=O)C7=CC=CC=C7)(CO4)OC(=O)C)O)C)OC(=O)C. Drug 2: C1CNP(=O)(OC1)N(CCCl)CCCl. Cell line: NCI-H522. Synergy scores: CSS=47.3, Synergy_ZIP=-1.22, Synergy_Bliss=-1.52, Synergy_Loewe=-51.3, Synergy_HSA=-0.188. (2) Drug 1: C1=C(C(=O)NC(=O)N1)N(CCCl)CCCl. Drug 2: CN1C(=O)N2C=NC(=C2N=N1)C(=O)N. Cell line: HCT-15. Synergy scores: CSS=26.1, Synergy_ZIP=6.58, Synergy_Bliss=0.749, Synergy_Loewe=-14.7, Synergy_HSA=-0.734.